From a dataset of Reaction yield outcomes from USPTO patents with 853,638 reactions. Predict the reaction yield, written as a fraction of the theoretical maximum amount of product (1.0 means a 100% yield; for example, 0.34 means a 34% yield). (1) The yield is 0.650. The product is [ClH:1].[NH2:2][C:3]1[NH:4][CH:5]=[C:6]([CH2:8][CH2:9][CH2:10][NH:11][C:12]([C:14]2[NH:15][C:16]([Cl:19])=[C:17]([Cl:1])[CH:18]=2)=[O:13])[N:7]=1. No catalyst specified. The reactants are [ClH:1].[NH2:2][C:3]1[NH:4][CH:5]=[C:6]([CH2:8][CH2:9][CH2:10][NH:11][C:12]([C:14]2[NH:15][CH:16]=[CH:17][CH:18]=2)=[O:13])[N:7]=1.[ClH:19].Cl.NCCCC1N=C(N)NC=1. (2) The reactants are B(Br)(Br)Br.C[O:6][C:7]1[CH:21]=[CH:20][C:10]([O:11][C:12]2[CH:19]=[CH:18][C:15]([C:16]#[N:17])=[CH:14][CH:13]=2)=[CH:9][CH:8]=1. The catalyst is ClCCl. The product is [OH:6][C:7]1[CH:21]=[CH:20][C:10]([O:11][C:12]2[CH:19]=[CH:18][C:15]([C:16]#[N:17])=[CH:14][CH:13]=2)=[CH:9][CH:8]=1. The yield is 0.740. (3) The reactants are [H-].[Na+].[NH2:3][C:4]1[N:8]([CH2:9][CH2:10][CH3:11])[C:7]([CH2:12][C:13]2[CH:18]=[CH:17][CH:16]=[CH:15][CH:14]=2)=[N:6][C:5]=1[C:19]([NH2:21])=[O:20].[O:22]1[CH2:26][CH2:25][CH2:24][CH2:23]1. No catalyst specified. The product is [CH2:12]([C:7]1[N:8]([CH2:9][CH2:10][CH3:11])[C:4]([NH:3][C:26](=[O:22])[C:25]2[CH:11]=[CH:10][CH:9]=[CH:23][C:24]=2[O:20][CH2:19][CH3:5])=[C:5]([C:19]([NH2:21])=[O:20])[N:6]=1)[C:13]1[CH:14]=[CH:15][CH:16]=[CH:17][CH:18]=1. The yield is 0.360. (4) The reactants are [C:1]([O:5][C:6]([N:8]1[CH2:13][CH2:12][N:11]([C:14]2[N:19]=[CH:18][C:17]([C:20]3[CH:25]=[CH:24][C:23](F)=[CH:22][CH:21]=3)=[CH:16][N:15]=2)[CH2:10][CH2:9]1)=[O:7])([CH3:4])([CH3:3])[CH3:2].C(O[C:32]([N:34]1CCN(C2N=CC(Br)=CN=2)CC1)=O)(C)(C)C.C(C1C=CC(B(O)O)=CC=1)#N. No catalyst specified. The product is [C:1]([O:5][C:6]([N:8]1[CH2:13][CH2:12][N:11]([C:14]2[N:19]=[CH:18][C:17]([C:20]3[CH:25]=[CH:24][C:23]([C:32]#[N:34])=[CH:22][CH:21]=3)=[CH:16][N:15]=2)[CH2:10][CH2:9]1)=[O:7])([CH3:4])([CH3:3])[CH3:2]. The yield is 0.680. (5) The reactants are [N-:1]=[N+:2]=[N-:3].[Na+].[Cl-].[NH4+].[CH3:7][O:8][C:9]([C@@H:11]1[O:13][CH2:12]1)=[O:10]. The catalyst is CO.O. The product is [N:1]([CH2:12][C@@H:11]([OH:13])[C:9]([O:8][CH3:7])=[O:10])=[N+:2]=[N-:3]. The yield is 0.690. (6) The reactants are C([N:8]1[C:13](=[O:14])[CH:12]=[C:11]([C:15]2[CH:20]=[CH:19][C:18]([Cl:21])=[CH:17][CH:16]=2)[C:10]([C:22]2[CH:27]=[CH:26][CH:25]=[CH:24][C:23]=2[Cl:28])=[N:9]1)C1C=CC=CC=1.[Cl-].[Al+3].[Cl-].[Cl-]. The product is [Cl:28][C:23]1[CH:24]=[CH:25][CH:26]=[CH:27][C:22]=1[C:10]1[C:11]([C:15]2[CH:16]=[CH:17][C:18]([Cl:21])=[CH:19][CH:20]=2)=[CH:12][C:13](=[O:14])[NH:8][N:9]=1. The yield is 0.760. The catalyst is C1(C)C=CC=CC=1. (7) The reactants are Br[CH:2]1[C:10]2[C:5](=[CH:6][CH:7]=[CH:8][CH:9]=2)[C:4](=[O:11])[CH2:3]1.[CH:12]1([NH2:18])[CH2:17][CH2:16][CH2:15][CH2:14][CH2:13]1. The catalyst is C1C=CC=CC=1. The product is [CH:12]1([NH:18][CH:2]2[C:10]3[C:5](=[CH:6][CH:7]=[CH:8][CH:9]=3)[C:4](=[O:11])[CH2:3]2)[CH2:17][CH2:16][CH2:15][CH2:14][CH2:13]1. The yield is 0.840.